Task: Predict the reactants needed to synthesize the given product.. Dataset: Full USPTO retrosynthesis dataset with 1.9M reactions from patents (1976-2016) Given the product [NH2:1][CH2:4][C@@H:5]1[CH2:9][N:8]([C:10]2[CH:11]=[CH:12][C:13]3[O:18][CH2:17][C:16](=[O:19])[NH:15][C:14]=3[CH:20]=2)[C:7](=[O:21])[CH2:6]1, predict the reactants needed to synthesize it. The reactants are: [N:1]([CH2:4][C@@H:5]1[CH2:9][N:8]([C:10]2[CH:11]=[CH:12][C:13]3[O:18][CH2:17][C:16](=[O:19])[NH:15][C:14]=3[CH:20]=2)[C:7](=[O:21])[CH2:6]1)=[N+]=[N-].O1CCCC1.